Dataset: Experimentally validated miRNA-target interactions with 360,000+ pairs, plus equal number of negative samples. Task: Binary Classification. Given a miRNA mature sequence and a target amino acid sequence, predict their likelihood of interaction. (1) The miRNA is hsa-miR-548ax with sequence AGAAGUAAUUGCGGUUUUGCCA. The protein sequence of the target gene is MLLDAGPQYPAIGVTTFGASRHHSAGDVAERDVGLGINPFADGMGAFKLNPSSHELASAGQTAFTSQAPGYAAAAALGHHHHPGHVGSYSSAAFNSTRDFLFRNRGFGDAAAAASAQHSLFAASAGGFGGPHGHTDAAGHLLFSGLHEQAAGHASPNVVNGQMRLGFSGDMYPRPEQYGQVTSPRSEHYAAPQLHGYGPMNVNMAAHHGAGAFFRYMRQPIKQELICKWIEPEQLANPKKSCNKTFSTMHELVTHVTVEHVGGPEQSNHICFWEECPREGKPFKAKYKLVNHIRVHTGEK.... Result: 0 (no interaction). (2) The miRNA is hsa-miR-4431 with sequence GCGACUCUGAAAACUAGAAGGU. The protein sequence of the target gene is MEVNCLTLKDLISPRQPRLDFAVEDGENAQKENIFVDRSRMAPKTPIKNEPIDLSKQKKFTPERNPITPVKFVDRQQAEPWTPTANLKMLISAASPDIRDREKKKGLFRPIENKDDAFTDSLQLDVVGDSAVDEFEKQRPSRKQKSLGLLCQKFLARYPSYPLSTEKTTISLDEVAVSLGVERRRIYDIVNVLESLHLVSRVAKNQYGWHGRHSLPKTLRNLQRLGEEQKYEEQMAYLQQKELDLIDYKFGERKKDGDPDSQEQQLLDFSEPDCPSSSANSRKDKSLRIMSQKFVMLFLV.... Result: 1 (interaction). (3) The miRNA is hsa-miR-3158-5p with sequence CCUGCAGAGAGGAAGCCCUUC. The protein sequence of the target gene is MEGSLAGSLAAPDRPQGPERLPGPAPRENIEGGAEAAEGEGGIFRSTRYLPVTKEGPRDILDGRGGISGTPDGRGPWEHPLVQEAGEGILSERRFEDSVIVRTMKPHAELEGSRRFLHHRGEPRLLEKHAQGRPRFDWLQDEDEQGSPQDAGLHLDLPAQPPPLAPFRRVFVPVEDTPKTLDMAVVGGREDLEDLEGLAQPSEWGLPTSASEVATQTWTVNSEASVERLQPLLPPIRTGPYLCELLEEVAEGVASPDEDEDEEPAVFPCIECSIYFKQKEHLLEHMSQHRRAPGQEPPAD.... Result: 0 (no interaction). (4) The miRNA is mmu-miR-1960 with sequence CCAGUGCUGUUAGAAGAGGGCU. The protein sequence of the target gene is MQAKVPETCLLTVRVLRASGLPSKDLVTSSDCYVTLNLPTASSHTLQTRTVKNSRNPVWNQNFHFRIHRQLKNVMELKVFDHDLVTRDDPVLSVLFDVGTLQIGTQRQSFSLGTQEKGCLEVEFRLQTLTDCEEQLISNGIVVARELSCLHVELKRTGDPKRSERKVQLVVAGACEGPQDASAGTGSFHFHYPACWEQELNVHLQDDPHEQLKVPLRTLPSSQLVRLVFPTSQEPLMRLELKKEEGPKELAVRLGCGPCPEEQAFLSKRKQVVAAALKKALQLDQDLHEDEIPVIAVMAT.... Result: 1 (interaction). (5) The miRNA is hsa-miR-6818-3p with sequence UUGUCUCUUGUUCCUCACACAG. The protein sequence of the target gene is MMSIRQRREIRATEVSEDFPAQEENVKLENKLPSGCTSRRLWKILSLTIGGTIALCIGLLTSVYLATLHENDLWFSNIKEVEREISFRTECGLYYSYYKQMLQAPTLVQGFHGLIYDNKTESMKTINLLQRMNIYQEVFLSILYRVLPIQKYLEPVYFYIYTLFGLQAIYVTALYITSWLLSGTWLSGLLAAFWYVTNRIDTTRVEFTIPLRENWALPFFAIQIAAITYFLRPNLQPLSERLTLLAIFISTFLFSLTWQFNQFMMLMQALVLFTLDSLDMLPAVKATWLYGIQITSLLLV.... Result: 0 (no interaction). (6) The miRNA is hsa-miR-649 with sequence AAACCUGUGUUGUUCAAGAGUC. The protein sequence of the target gene is MEANGSPGTSGSANDSQHDPGKMFIGGLSWQTSPDSLRDYFSKFGEIRECMVMRDPTTKRSRGFGFVTFADPASVDKVLGQPHHELDSKTIDPKVAFPRRAQPKMVTRTKKIFVGGLSANTVVEDVKQYFEQFGKVEDAMLMFDKTTNRHRGFGFVTFENEDVVEKVCEIHFHEINNKMVECKKAQPKEVMFPPGTRGRARGLPYTMDAFMLGMGMLGYPNFVATYGRGYPGFAPSYGYQFPGFPAAAYGPVAAAAVAAARGSVLNSYSAQPNFGAPASPAGSNPARPGGFPGANSPGPV.... Result: 0 (no interaction). (7) The miRNA is hsa-miR-200c-3p with sequence UAAUACUGCCGGGUAAUGAUGGA. The protein sequence of the target gene is MALSDADVQKQIKHMMAFIEQEANEKAEEIDAKAEEEFNIEKGRLVQTQRLKIMEYYEKKEKQIEQQKKIQMSNLMNQARLKVLRARDDLITDLLNEAKQRLSKVVKDTTRYQVLLDGLVLQGLYQLLEPRMIVRCRKQDFPLVKAAVQKAIPMYKIATKNDVDVQIDQESYLPEDIAGGVEIYNGDRKIKVSNTLESRLDLIAQQMMPEVRGALFGANANRKFLD. Result: 1 (interaction). (8) The miRNA is mmu-miR-335-3p with sequence UUUUUCAUUAUUGCUCCUGACC. The protein sequence of the target gene is MSGQTLTDRIAAAQYSVTGSAVARAVCKATTHEVMGPKKKHLDYLIQATNETNVNIPQMADTLFERATNSSWVVVFKALVTTHHLMVHGNERFIQYLASRNTLFNLSNFLDKSGSHGYDMSTFIRRYSRYLNEKAFSYRQMAFDFARVKKGADGVMRTMVPEKLLKSMPILQGQIDALLEFDVHPNELTNGVINAAFMLLFKDLIKLFACYNDGVINLLEKFFEMKKGQCKDALEIYKRFLTRMTRVSEFLKVAEQVGIDKGDIPDLTQAPSSLMETLEQHLNTLEGKKPGNNEGSGAPS.... Result: 0 (no interaction).